From a dataset of Full USPTO retrosynthesis dataset with 1.9M reactions from patents (1976-2016). Predict the reactants needed to synthesize the given product. (1) Given the product [F:34][C:32]([F:33])([F:35])[C:29]1[CH:30]=[CH:31][C:26]([C:24]2[O:23][N:22]=[C:21]([C:18]3[CH:17]=[CH:16][C:15]([CH2:14][N:11]4[CH2:10][CH2:9][C:8]([C:36]([OH:38])=[O:37])([C:6]([OH:7])=[O:5])[CH2:13][CH2:12]4)=[CH:20][CH:19]=3)[N:25]=2)=[CH:27][CH:28]=1, predict the reactants needed to synthesize it. The reactants are: [OH-].[Na+].C([O:5][C:6]([C:8]1([C:36]([O:38]CC)=[O:37])[CH2:13][CH2:12][N:11]([CH2:14][C:15]2[CH:20]=[CH:19][C:18]([C:21]3[N:25]=[C:24]([C:26]4[CH:31]=[CH:30][C:29]([C:32]([F:35])([F:34])[F:33])=[CH:28][CH:27]=4)[O:23][N:22]=3)=[CH:17][CH:16]=2)[CH2:10][CH2:9]1)=[O:7])C. (2) Given the product [CH2:1]([N:8]1[CH:13]2[CH2:14][CH2:15][CH:9]1[CH2:10][N:11]([C:25](=[O:26])[C:24]([F:35])([F:34])[F:23])[CH2:12]2)[C:2]1[CH:3]=[CH:4][CH:5]=[CH:6][CH:7]=1, predict the reactants needed to synthesize it. The reactants are: [CH2:1]([N:8]1[CH:13]2[CH2:14][CH2:15][CH:9]1[CH2:10][NH:11][CH2:12]2)[C:2]1[CH:7]=[CH:6][CH:5]=[CH:4][CH:3]=1.C(N(CC)CC)C.[F:23][C:24]([F:35])([F:34])[C:25](O[C:25](=[O:26])[C:24]([F:35])([F:34])[F:23])=[O:26]. (3) Given the product [CH3:22][C:18]1[CH:19]=[CH:20][CH:21]=[C:16]([CH3:15])[C:17]=1[C:23]1[N:24]=[C:25]([N:43]2[C@H:44]([CH3:50])[CH2:45][N:46]([C:1](=[O:2])[CH3:3])[C@@H:47]([CH3:49])[CH2:48]2)[C:26]2[CH2:32][N:31]([C:33]3[CH:38]=[C:37]([CH:39]([CH3:41])[CH3:40])[CH:36]=[CH:35][C:34]=3[CH3:42])[CH2:30][CH2:29][C:27]=2[N:28]=1, predict the reactants needed to synthesize it. The reactants are: [C:1](O)([C:3](F)(F)F)=[O:2].OC(C(F)(F)F)=O.[CH3:15][C:16]1[CH:21]=[CH:20][CH:19]=[C:18]([CH3:22])[C:17]=1[C:23]1[N:24]=[C:25]([N:43]2[CH2:48][C@@H:47]([CH3:49])[NH:46][CH2:45][C@@H:44]2[CH3:50])[C:26]2[CH2:32][N:31]([C:33]3[CH:38]=[C:37]([CH:39]([CH3:41])[CH3:40])[CH:36]=[CH:35][C:34]=3[CH3:42])[CH2:30][CH2:29][C:27]=2[N:28]=1.CCN(C(C)C)C(C)C.CC(OC(C)=O)=O. (4) Given the product [Br:1][C:2]1[C:3]([CH3:12])=[C:4]([CH:7]=[CH:8][CH:9]=1)[C:5]#[N:6], predict the reactants needed to synthesize it. The reactants are: [Br:1][C:2]1[CH:3]=[C:4]([CH:7]=[C:8](F)[CH:9]=1)[C:5]#[N:6].Br[C:12]1C=CC=C(Br)C=1C.CN(C=O)C.[Cu]C#N.